Task: Predict the product of the given reaction.. Dataset: Forward reaction prediction with 1.9M reactions from USPTO patents (1976-2016) (1) Given the reactants [C:1]1(/[CH:7]=[CH:8]/[S:9]([NH:12][C:13]2[CH:18]=[CH:17][CH:16]=[CH:15][C:14]=2[S:19]([NH2:22])(=[O:21])=[O:20])(=[O:11])=[O:10])[CH:6]=[CH:5][CH:4]=[CH:3][CH:2]=1.[H][H], predict the reaction product. The product is: [CH2:8]([S:9]([NH:12][C:13]1[CH:18]=[CH:17][CH:16]=[CH:15][C:14]=1[S:19]([NH2:22])(=[O:20])=[O:21])(=[O:10])=[O:11])[CH2:7][C:1]1[CH:6]=[CH:5][CH:4]=[CH:3][CH:2]=1. (2) Given the reactants [OH:1][CH2:2][C:3]([CH2:8][OH:9])([CH2:6][OH:7])[CH2:4][OH:5].[H-].[Na+].S(C1C=CC(C)=CC=1)(O[CH2:16][CH2:17][CH:18]([CH2:20][CH2:21][CH2:22][CH:23]([CH2:25][CH2:26][CH2:27][CH:28]([CH2:30][CH2:31][CH2:32][CH:33]([CH3:35])[CH3:34])[CH3:29])[CH3:24])[CH3:19])(=O)=O, predict the reaction product. The product is: [CH3:19][CH:18]([CH2:20][CH2:21][CH2:22][CH:23]([CH3:24])[CH2:25][CH2:26][CH2:27][CH:28]([CH3:29])[CH2:30][CH2:31][CH2:32][CH:33]([CH3:35])[CH3:34])[CH2:17][CH2:16][O:1][CH2:2][C:3]([CH2:8][OH:9])([CH2:6][OH:7])[CH2:4][OH:5]. (3) Given the reactants Cl.[Cl:2][C:3]1[CH:9]=[CH:8][C:7]([O:10][CH3:11])=[CH:6][C:4]=1[NH2:5].C(O)(=O)C.[O-:16][C:17]#[N:18].[K+], predict the reaction product. The product is: [Cl:2][C:3]1[CH:9]=[CH:8][C:7]([O:10][CH3:11])=[CH:6][C:4]=1[NH:5][C:17]([NH2:18])=[O:16].